From a dataset of Catalyst prediction with 721,799 reactions and 888 catalyst types from USPTO. Predict which catalyst facilitates the given reaction. (1) Reactant: [C:1]([C:4]1[CH:11]=[CH:10][C:7]([CH:8]=[O:9])=[CH:6][CH:5]=1)([OH:3])=[O:2].[C:12](Cl)(=O)C. Product: [CH3:12][O:2][C:1]([C:4]1[CH:11]=[CH:10][C:7]([CH:8]=[O:9])=[CH:6][CH:5]=1)=[O:3]. The catalyst class is: 5. (2) Reactant: C(OC[N:10]1[C:15](=[O:16])[C:14]2[C:17]([CH3:28])=[CH:18][N:19]([CH2:20][O:21][CH2:22][CH2:23][Si:24]([CH3:27])([CH3:26])[CH3:25])[C:13]=2[CH:12]=[N:11]1)C1C=CC=CC=1.[H][H]. Product: [CH3:28][C:17]1[C:14]2[C:15](=[O:16])[NH:10][N:11]=[CH:12][C:13]=2[N:19]([CH2:20][O:21][CH2:22][CH2:23][Si:24]([CH3:25])([CH3:27])[CH3:26])[CH:18]=1. The catalyst class is: 63.